This data is from Forward reaction prediction with 1.9M reactions from USPTO patents (1976-2016). The task is: Predict the product of the given reaction. (1) Given the reactants Br[C:2]1[CH:7]=[C:6]([CH3:8])[CH:5]=[C:4]([Br:9])[N:3]=1.[NH2:10][C:11]1[CH:16]=[C:15]([C:17]([F:20])([F:19])[F:18])[CH:14]=[CH:13][N:12]=1.CC(C)([O-])C.[Na+], predict the reaction product. The product is: [Br:9][C:4]1[N:3]=[C:2]([NH:10][C:11]2[CH:16]=[C:15]([C:17]([F:19])([F:18])[F:20])[CH:14]=[CH:13][N:12]=2)[CH:7]=[C:6]([CH3:8])[CH:5]=1. (2) Given the reactants [N:1]1([C:7]2[CH:12]=[CH:11][C:10]([N:13]3[CH:18]=[CH:17][C:16]4[O:19][CH:20]=[CH:21][C:15]=4[C:14]3=[O:22])=[CH:9][CH:8]=2)[CH2:6][CH2:5][NH:4][CH2:3][CH2:2]1.CC1C=CC(S(O[CH2:34][CH2:35][CH2:36][CH2:37][C:38]2[C:46]3[C:41](=[CH:42][CH:43]=[C:44]([O:47][CH3:48])[CH:45]=3)[NH:40][CH:39]=2)(=O)=O)=CC=1.C(=O)([O-])[O-].[K+].[K+].[I-].[K+], predict the reaction product. The product is: [CH3:48][O:47][C:44]1[CH:45]=[C:46]2[C:41](=[CH:42][CH:43]=1)[NH:40][CH:39]=[C:38]2[CH2:37][CH2:36][CH2:35][CH2:34][N:4]1[CH2:5][CH2:6][N:1]([C:7]2[CH:12]=[CH:11][C:10]([N:13]3[CH:18]=[CH:17][C:16]4[O:19][CH:20]=[CH:21][C:15]=4[C:14]3=[O:22])=[CH:9][CH:8]=2)[CH2:2][CH2:3]1. (3) Given the reactants [Br:1]Br.C1(P(C2C=CC=CC=2)C2C=CC=CC=2)C=CC=CC=1.N1C=CN=C1.[CH2:27]([C:29]1[CH:30]=[C:31]([CH2:35]O)[CH:32]=[CH:33][CH:34]=1)[CH3:28], predict the reaction product. The product is: [Br:1][CH2:35][C:31]1[CH:32]=[CH:33][CH:34]=[C:29]([CH2:27][CH3:28])[CH:30]=1. (4) The product is: [CH3:14][C:13]1[O:10][CH2:9][CH2:8][C:7]([CH3:11])([CH3:6])[N:15]=1. Given the reactants OS(O)(=O)=O.[CH3:6][C:7](O)([CH3:11])[CH2:8][CH2:9][OH:10].[C:13](#[N:15])[CH3:14], predict the reaction product.